This data is from Full USPTO retrosynthesis dataset with 1.9M reactions from patents (1976-2016). The task is: Predict the reactants needed to synthesize the given product. (1) Given the product [Br:1][C:2]1[CH:7]=[CH:6][C:5](=[C:13]2[C:14](=[O:16])[O:15][C:10]([CH3:18])([CH3:9])[O:11][C:12]2=[O:17])[NH:4][CH:3]=1, predict the reactants needed to synthesize it. The reactants are: [Br:1][C:2]1[CH:3]=[N+:4]([O-])[CH:5]=[CH:6][CH:7]=1.[CH3:9][C:10]1([CH3:18])[O:15][C:14](=[O:16])[CH2:13][C:12](=[O:17])[O:11]1. (2) Given the product [CH3:1][S:2]([C:5]1[CH:6]=[C:7]([C:15]2[N:19]=[CH:18][N:17](/[CH:20]=[CH:21]\[C:22]3[O:23][CH:26]=[N:25][N:24]=3)[N:16]=2)[CH:8]=[C:9]([C:11]([F:12])([F:14])[F:13])[CH:10]=1)(=[O:4])=[O:3], predict the reactants needed to synthesize it. The reactants are: [CH3:1][S:2]([C:5]1[CH:6]=[C:7]([C:15]2[N:19]=[CH:18][N:17](/[CH:20]=[CH:21]\[C:22]([NH:24][NH2:25])=[O:23])[N:16]=2)[CH:8]=[C:9]([C:11]([F:14])([F:13])[F:12])[CH:10]=1)(=[O:4])=[O:3].[CH3:26]OC(OC)OC.CS(O)(=O)=O.CO. (3) Given the product [CH2:16]([O:20][C:2]1[CH:7]=[C:6]([CH2:8][S:9]([CH3:12])(=[O:11])=[O:10])[CH:5]=[CH:4][C:3]=1[N+:13]([O-:15])=[O:14])[CH:17]([CH3:19])[CH3:18].[CH2:16]([O:20][C:21]1[CH:27]=[C:26]([CH2:28][S:29]([CH3:32])(=[O:31])=[O:30])[CH:25]=[CH:24][C:22]=1[NH:23][C:41]([NH:33][C:34]1[S:35][CH:36]=[CH:37][N:38]=1)=[O:42])[CH:17]([CH3:19])[CH3:18], predict the reactants needed to synthesize it. The reactants are: F[C:2]1[CH:7]=[C:6]([CH2:8][S:9]([CH3:12])(=[O:11])=[O:10])[CH:5]=[CH:4][C:3]=1[N+:13]([O-:15])=[O:14].[CH2:16]([O:20][C:21]1[CH:27]=[C:26]([CH2:28][S:29]([CH3:32])(=[O:31])=[O:30])[CH:25]=[CH:24][C:22]=1[NH2:23])[CH:17]([CH3:19])[CH3:18].[NH2:33][C:34]1[S:35][CH:36]=[CH:37][N:38]=1.CC(C)[CH2:41][OH:42]. (4) Given the product [NH2:1][C:2]1[N:9]=[CH:8][C:7]([Br:16])=[CH:6][C:3]=1[C:4]#[N:5], predict the reactants needed to synthesize it. The reactants are: [NH2:1][C:2]1[N:9]=[CH:8][CH:7]=[CH:6][C:3]=1[C:4]#[N:5].C(=O)([O-])[O-].[Na+].[Na+].[Br:16]Br. (5) Given the product [Br:1][C:2]1[CH:9]=[CH:8][CH:7]=[CH:6][C:3]=1[CH:4]([OH:5])[CH2:18][CH2:17][CH2:16][C:10]1[CH:15]=[CH:14][CH:13]=[CH:12][CH:11]=1, predict the reactants needed to synthesize it. The reactants are: [Br:1][C:2]1[CH:9]=[CH:8][CH:7]=[CH:6][C:3]=1[CH:4]=[O:5].[C:10]1([CH2:16][CH2:17][CH2:18][Mg]Br)[CH:15]=[CH:14][CH:13]=[CH:12][CH:11]=1. (6) Given the product [Cl:15][C:2]1[C:7]([C:8]([O:10][CH2:11][CH3:12])=[O:9])=[CH:6][N:5]=[CH:4][N:3]=1, predict the reactants needed to synthesize it. The reactants are: O[C:2]1[C:7]([C:8]([O:10][CH2:11][CH3:12])=[O:9])=[CH:6][N:5]=[CH:4][N:3]=1.O=P(Cl)(Cl)[Cl:15]. (7) Given the product [C:9]1([C:2]2[CH:7]=[C:6]([Cl:8])[CH:5]=[CH:4][N:3]=2)[CH:14]=[CH:13][CH:12]=[CH:11][CH:10]=1, predict the reactants needed to synthesize it. The reactants are: Cl[C:2]1[CH:7]=[C:6]([Cl:8])[CH:5]=[CH:4][N:3]=1.[C:9]1(B(O)O)[CH:14]=[CH:13][CH:12]=[CH:11][CH:10]=1.O.C(=O)([O-])[O-].[K+].[K+].